Task: Predict the reactants needed to synthesize the given product.. Dataset: Full USPTO retrosynthesis dataset with 1.9M reactions from patents (1976-2016) (1) Given the product [CH2:20]([O:19][C:17]([NH:16][C:11]1[CH:12]=[C:13]2[C:8](=[C:9]([C:22]3[C:31]4[C:26](=[CH:27][CH:28]=[CH:29][CH:30]=4)[CH:25]=[CH:24][CH:23]=3)[CH:10]=1)[N:7]=[C:6]([C:4]([OH:5])=[O:3])[CH:15]=[CH:14]2)=[O:18])[CH3:21], predict the reactants needed to synthesize it. The reactants are: C([O:3][C:4]([C:6]1[CH:15]=[CH:14][C:13]2[C:8](=[C:9]([C:22]3[C:31]4[C:26](=[CH:27][CH:28]=[CH:29][CH:30]=4)[CH:25]=[CH:24][CH:23]=3)[CH:10]=[C:11]([NH:16][C:17]([O:19][CH2:20][CH3:21])=[O:18])[CH:12]=2)[N:7]=1)=[O:5])C.[Li+].[OH-]. (2) Given the product [CH2:1]([NH:5][C:6]1[N:14]=[C:13]2[C:9]([N:10]=[C:11]([O:25][CH3:26])[N:12]2[CH2:15][CH2:16][CH2:17][N:18]2[CH2:19][CH2:20][N:21]([CH2:24][CH:43]3[CH2:44][CH2:42]3)[CH2:22][CH2:23]2)=[C:8]([NH2:27])[N:7]=1)[CH2:2][CH2:3][CH3:4], predict the reactants needed to synthesize it. The reactants are: [CH2:1]([NH:5][C:6]1[N:14]=[C:13]2[C:9]([N:10]=[C:11]([O:25][CH3:26])[N:12]2[CH2:15][CH2:16][CH2:17][N:18]2[CH2:23][CH2:22][N:21]([CH3:24])[CH2:20][CH2:19]2)=[C:8]([NH2:27])[N:7]=1)[CH2:2][CH2:3][CH3:4].C(NC1N=C2C(N=C(OC)N2[CH2:42][CH2:43][CH2:44]Cl)=C(N)N=1)CCC.C1(CN2CCNCC2)CC1. (3) Given the product [Br:1][C:2]1[N:6]2[N:7]=[C:8]([NH:12][CH2:13][CH2:14][C:15]([CH3:18])([OH:17])[CH3:16])[CH:9]=[CH:10][C:5]2=[N:4][CH:3]=1, predict the reactants needed to synthesize it. The reactants are: [Br:1][C:2]1[N:6]2[N:7]=[C:8](F)[CH:9]=[CH:10][C:5]2=[N:4][CH:3]=1.[NH2:12][CH2:13][CH2:14][C:15]([CH3:18])([OH:17])[CH3:16]. (4) Given the product [Cl:1][C:12]1[C:11]([OH:18])=[C:10]([OH:20])[CH:9]=[C:8]2[C:13]=1[C:14](=[O:15])[C:5]([C:2]([OH:4])=[O:3])=[N:6][N:7]2[CH2:21][CH3:22], predict the reactants needed to synthesize it. The reactants are: [Cl-:1].[C:2]([C:5]1[C:14](=[O:15])[C:13]2[C:12]([N+]#N)=[C:11]3[O:18]C[O:20][C:10]3=[CH:9][C:8]=2[N:7]([CH2:21][CH3:22])[N:6]=1)([OH:4])=[O:3].S(=O)(=O)(O)O. (5) Given the product [C:1]([C:4]1[C:22](=[O:23])[C@@:8]2([CH3:24])[C:9]3[C:15]([OH:16])=[CH:14][C:13]([O:17][CH3:18])=[C:12]([C:19]([NH:21][CH2:36][C:33]4[CH:32]=[CH:31][C:28]([CH3:29])=[C:27]([F:26])[C:34]=4[F:35])=[O:20])[C:10]=3[O:11][C:7]2=[CH:6][C:5]=1[OH:25])(=[O:3])[CH3:2], predict the reactants needed to synthesize it. The reactants are: [C:1]([C:4]1[C:22](=[O:23])[C@@:8]2([CH3:24])[C:9]3[C:15]([OH:16])=[CH:14][C:13]([O:17][CH3:18])=[C:12]([C:19]([NH2:21])=[O:20])[C:10]=3[O:11][C:7]2=[CH:6][C:5]=1[OH:25])(=[O:3])[CH3:2].[F:26][C:27]1[C:34]([F:35])=[C:33]([CH3:36])[CH:32]=[CH:31][C:28]=1[CH:29]=O.C([SiH](CC)CC)C.FC(F)(F)C(O)=O. (6) Given the product [OH:17][C:4]1[C:3]([NH:2][N:18]=[C:34]2[C:35](=[O:36])[N:31]([C:27]3[CH:26]=[C:25]4[C:30](=[CH:29][CH:28]=3)[CH2:22][CH2:23][CH2:24]4)[N:32]=[C:33]2[CH3:37])=[CH:8][CH:7]=[CH:6][C:5]=1[C:9]1[S:13][C:12]([C:14]([OH:16])=[O:15])=[CH:11][CH:10]=1, predict the reactants needed to synthesize it. The reactants are: Br.[NH2:2][C:3]1[C:4]([OH:17])=[C:5]([C:9]2[S:13][C:12]([C:14]([OH:16])=[O:15])=[CH:11][CH:10]=2)[CH:6]=[CH:7][CH:8]=1.[N:18]([O-])=O.[Na+].[CH2:22]1[C:30]2[C:25](=[CH:26][C:27]([N:31]3[C:35](=[O:36])[CH2:34][C:33]([CH3:37])=[N:32]3)=[CH:28][CH:29]=2)[CH2:24][CH2:23]1.C(=O)(O)[O-].[Na+]. (7) The reactants are: [CH3:1][O:2][CH2:3][C:4]1[CH:9]=[CH:8][C:7]([C:10]2[N:11]=[CH:12][N:13](C(C3C=CC=CC=3)(C3C=CC=CC=3)C3C=CC=CC=3)[CH:14]=2)=[CH:6][CH:5]=1. Given the product [CH3:1][O:2][CH2:3][C:4]1[CH:5]=[CH:6][C:7]([C:10]2[N:11]=[CH:12][NH:13][CH:14]=2)=[CH:8][CH:9]=1, predict the reactants needed to synthesize it. (8) Given the product [CH2:2]([CH:14]1[CH2:15][CH2:10][CH2:11][N:12]([C:16]([O:18][C:19]([CH3:22])([CH3:21])[CH3:20])=[O:17])[CH2:13]1)[CH2:3][CH:4]=[CH2:5], predict the reactants needed to synthesize it. The reactants are: [Li][CH2:2][CH2:3][CH2:4][CH3:5].O=CCC[CH:10]1[CH2:15][CH2:14][CH2:13][N:12]([C:16]([O:18][C:19]([CH3:22])([CH3:21])[CH3:20])=[O:17])[CH2:11]1.